From a dataset of Full USPTO retrosynthesis dataset with 1.9M reactions from patents (1976-2016). Predict the reactants needed to synthesize the given product. (1) Given the product [N:33]1[CH:34]=[CH:35][CH:36]=[CH:37][C:32]=1[CH:28]1[CH2:29][CH2:30][CH2:31][N:27]1[C:2]1[N:3]=[C:4]([NH:11][C:12]2[CH:16]=[C:15]([C:17]([NH:19][C:20]3[CH:25]=[CH:24][N:23]=[CH:22][CH:21]=3)=[O:18])[NH:14][N:13]=2)[C:5]2[O:10][CH:9]=[CH:8][C:6]=2[N:7]=1, predict the reactants needed to synthesize it. The reactants are: Cl[C:2]1[N:3]=[C:4]([NH:11][C:12]2[CH:16]=[C:15]([C:17]([NH:19][C:20]3[CH:25]=[CH:24][N:23]=[CH:22][CH:21]=3)=[O:18])[NH:14][N:13]=2)[C:5]2[O:10][CH:9]=[CH:8][C:6]=2[N:7]=1.Cl.[NH:27]1[CH2:31][CH2:30][CH2:29][CH:28]1[C:32]1[CH:37]=[CH:36][CH:35]=[CH:34][N:33]=1.CCN(C(C)C)C(C)C. (2) Given the product [CH3:1][C:2]1[CH:7]=[CH:6][C:5]([CH3:8])=[CH:4][C:3]=1[CH2:9][C:10]([N:12]1[CH2:17][CH2:16][CH:15]([C:18]2[O:19][CH:20]=[C:21]([C:23]([OH:25])=[O:24])[N:22]=2)[CH2:14][CH2:13]1)=[O:11], predict the reactants needed to synthesize it. The reactants are: [CH3:1][C:2]1[CH:7]=[CH:6][C:5]([CH3:8])=[CH:4][C:3]=1[CH2:9][C:10]([N:12]1[CH2:17][CH2:16][CH:15]([C:18]2[O:19][CH:20]=[C:21]([C:23]([O:25]C)=[O:24])[N:22]=2)[CH2:14][CH2:13]1)=[O:11].O.[OH-].[Na+]. (3) Given the product [C:6](=[O:7])([O-:9])[O-:8].[Ag+2:5].[C:6](=[O:7])([O-:9])[O-:8].[Ca+2:10], predict the reactants needed to synthesize it. The reactants are: [N+]([O-])([O-])=O.[Ag+:5].[C:6](=[O:9])([O-:8])[O-:7].[Ca+2:10].